Dataset: Peptide-MHC class II binding affinity with 134,281 pairs from IEDB. Task: Regression. Given a peptide amino acid sequence and an MHC pseudo amino acid sequence, predict their binding affinity value. This is MHC class II binding data. The peptide sequence is IITPTNVSHIQSAVV. The MHC is DRB1_0405 with pseudo-sequence DRB1_0405. The binding affinity (normalized) is 0.397.